Dataset: Full USPTO retrosynthesis dataset with 1.9M reactions from patents (1976-2016). Task: Predict the reactants needed to synthesize the given product. The reactants are: [CH3:1][O:2][C:3]1[CH:4]=[C:5]2[C:9](=[CH:10][C:11]=1[O:12][CH3:13])[N:8]([CH3:14])[CH:7]=[C:6]2[C:15]#[C:16][Si](C)(C)C.[F-].[K+]. Given the product [C:15]([C:6]1[C:5]2[C:9](=[CH:10][C:11]([O:12][CH3:13])=[C:3]([O:2][CH3:1])[CH:4]=2)[N:8]([CH3:14])[CH:7]=1)#[CH:16], predict the reactants needed to synthesize it.